Dataset: Retrosynthesis with 50K atom-mapped reactions and 10 reaction types from USPTO. Task: Predict the reactants needed to synthesize the given product. Given the product CCOC(=O)C(NC(=O)c1ccc(C)cn1)C(=O)OCC, predict the reactants needed to synthesize it. The reactants are: CCOC(=O)C(N)C(=O)OCC.Cc1ccc(C(=O)O)nc1.